This data is from Full USPTO retrosynthesis dataset with 1.9M reactions from patents (1976-2016). The task is: Predict the reactants needed to synthesize the given product. (1) Given the product [C:13]([O:12][C:11](=[O:17])[NH:10][C:7]1[C:6]([CH3:18])=[C:5]([C:1]([CH3:4])([CH3:2])[CH3:3])[O:9][N:8]=1)([CH3:16])([CH3:15])[CH3:14], predict the reactants needed to synthesize it. The reactants are: [C:1]([C:5]1[O:9][N:8]=[C:7]([NH:10][C:11](=[O:17])[O:12][C:13]([CH3:16])([CH3:15])[CH3:14])[CH:6]=1)([CH3:4])([CH3:3])[CH3:2].[CH2:18]([Li])CCC.CI. (2) Given the product [CH3:10][S:7]([CH2:6][CH2:5][C@H:4]([NH:11][C:12]([C:14]1[C:22]2[C:17](=[N:18][CH:19]=[C:20]([C:23]3[C:31]4[C:26](=[CH:27][C:28]([F:32])=[CH:29][CH:30]=4)[N:25]([CH3:33])[N:24]=3)[N:21]=2)[NH:16][CH:15]=1)=[O:13])[CH2:3][O:2][CH3:1])(=[O:8])=[O:9], predict the reactants needed to synthesize it. The reactants are: [CH3:1][O:2][CH2:3][C@@H:4]([NH:11][C:12]([C:14]1[C:22]2[C:17](=[N:18][CH:19]=[C:20]([C:23]3[C:31]4[C:26](=[CH:27][C:28]([F:32])=[CH:29][CH:30]=4)[N:25]([CH3:33])[N:24]=3)[N:21]=2)[N:16](COCC[Si](C)(C)C)[CH:15]=1)=[O:13])[CH2:5][CH2:6][S:7]([CH3:10])(=[O:9])=[O:8].C(O)(C(F)(F)F)=O.C(N)CN. (3) Given the product [C:9]([C:8]1[C:3]([O:2][CH3:1])=[CH:4][CH:5]=[CH:6][C:7]=1[S-:11])#[N:10].[Na+:14], predict the reactants needed to synthesize it. The reactants are: [CH3:1][O:2][C:3]1[C:8]2[CH:9]=[N:10][S:11][C:7]=2[CH:6]=[CH:5][CH:4]=1.C[O-].[Na+:14]. (4) Given the product [CH3:19][C:17]1[N:18]=[C:14]([CH:11]2[CH2:12][CH2:13][NH:8][CH2:9][CH2:10]2)[O:15][C:16]=1[CH3:20], predict the reactants needed to synthesize it. The reactants are: C([N:8]1[CH2:13][CH2:12][CH:11]([C:14]2[O:15][C:16]([CH3:20])=[C:17]([CH3:19])[N:18]=2)[CH2:10][CH2:9]1)C1C=CC=CC=1.[H][H]. (5) Given the product [Cl:18][C:12]1[CH:13]=[CH:14][CH:15]=[C:16]([Cl:17])[C:11]=1[C:9]1[NH:8][C:7]2[C:2]([NH:26][C:24]([C:23]3[S:19][CH:20]=[N:21][CH:22]=3)=[O:25])=[N:3][CH:4]=[CH:5][C:6]=2[N:10]=1, predict the reactants needed to synthesize it. The reactants are: Br[C:2]1[C:7]2[N:8]=[C:9]([C:11]3[C:16]([Cl:17])=[CH:15][CH:14]=[CH:13][C:12]=3[Cl:18])[NH:10][C:6]=2[CH:5]=[CH:4][N:3]=1.[S:19]1[C:23]([C:24]([NH2:26])=[O:25])=[CH:22][N:21]=[CH:20]1.CC1(C)C2C(=C(P(C3C=CC=CC=3)C3C=CC=CC=3)C=CC=2)OC2C(P(C3C=CC=CC=3)C3C=CC=CC=3)=CC=CC1=2.C([O-])([O-])=O.[Cs+].[Cs+]. (6) Given the product [CH:18]([N:17]1[C:11]2[CH:10]=[C:9]([NH:8][C:6]3[CH:5]=[CH:4][N:3]=[C:2]([C:38]4[N:37]([CH3:54])[C:36]([NH:35][CH3:34])=[N:40][CH:39]=4)[N:7]=3)[N:14]=[CH:13][C:12]=2[N:15]=[C:16]1[CH2:21][OH:22])([CH3:20])[CH3:19], predict the reactants needed to synthesize it. The reactants are: Cl[C:2]1[N:7]=[C:6]([NH:8][C:9]2[N:14]=[CH:13][C:12]3[N:15]=[C:16]([CH2:21][O:22]C4CCCCO4)[N:17]([CH:18]([CH3:20])[CH3:19])[C:11]=3[CH:10]=2)[CH:5]=[CH:4][N:3]=1.C(O[C:34](=O)[N:35](C)[C:36]1[N:37]([CH3:54])[C:38]([Sn](CCCC)(CCCC)CCCC)=[CH:39][N:40]=1)(C)(C)C. (7) Given the product [CH3:18][N:19]([CH3:21])[NH:6][C:4](=[O:5])[C:3]1[C:9]([Si:14]([CH3:17])([CH3:16])[CH3:15])=[CH:10][CH:11]=[C:12]([Cl:13])[C:2]=1[Cl:1], predict the reactants needed to synthesize it. The reactants are: [Cl:1][C:2]1[C:12]([Cl:13])=[CH:11][CH:10]=[C:9]([Si:14]([CH3:17])([CH3:16])[CH3:15])[C:3]=1[C:4]([NH:6]CC)=[O:5].[CH3:18][N:19]([CH3:21])N.